Dataset: NCI-60 drug combinations with 297,098 pairs across 59 cell lines. Task: Regression. Given two drug SMILES strings and cell line genomic features, predict the synergy score measuring deviation from expected non-interaction effect. (1) Drug 1: CCCS(=O)(=O)NC1=C(C(=C(C=C1)F)C(=O)C2=CNC3=C2C=C(C=N3)C4=CC=C(C=C4)Cl)F. Drug 2: C(=O)(N)NO. Cell line: MDA-MB-231. Synergy scores: CSS=9.40, Synergy_ZIP=-1.60, Synergy_Bliss=1.44, Synergy_Loewe=-0.422, Synergy_HSA=-0.512. (2) Drug 1: C1CCN(CC1)CCOC2=CC=C(C=C2)C(=O)C3=C(SC4=C3C=CC(=C4)O)C5=CC=C(C=C5)O. Drug 2: CS(=O)(=O)C1=CC(=C(C=C1)C(=O)NC2=CC(=C(C=C2)Cl)C3=CC=CC=N3)Cl. Cell line: HCC-2998. Synergy scores: CSS=8.40, Synergy_ZIP=3.48, Synergy_Bliss=3.34, Synergy_Loewe=2.05, Synergy_HSA=1.46. (3) Drug 1: CC1=C(C(CCC1)(C)C)C=CC(=CC=CC(=CC(=O)O)C)C. Drug 2: C1CC(C1)(C(=O)O)C(=O)O.[NH2-].[NH2-].[Pt+2]. Cell line: A498. Synergy scores: CSS=4.72, Synergy_ZIP=-1.98, Synergy_Bliss=-1.40, Synergy_Loewe=-0.873, Synergy_HSA=-1.19.